Dataset: Catalyst prediction with 721,799 reactions and 888 catalyst types from USPTO. Task: Predict which catalyst facilitates the given reaction. Reactant: [Cl:1][C:2]1[N:7]=[C:6](Cl)[C:5]([CH3:9])=[C:4]([CH3:10])[N:3]=1.Cl.[F:12][C:13]1([F:20])[CH2:18][CH2:17][CH:16]([NH2:19])[CH2:15][CH2:14]1.C(N(CC)CC)C. Product: [Cl:1][C:2]1[N:7]=[C:6]([NH:19][CH:16]2[CH2:17][CH2:18][C:13]([F:20])([F:12])[CH2:14][CH2:15]2)[C:5]([CH3:9])=[C:4]([CH3:10])[N:3]=1. The catalyst class is: 9.